This data is from NCI-60 drug combinations with 297,098 pairs across 59 cell lines. The task is: Regression. Given two drug SMILES strings and cell line genomic features, predict the synergy score measuring deviation from expected non-interaction effect. (1) Drug 1: CS(=O)(=O)C1=CC(=C(C=C1)C(=O)NC2=CC(=C(C=C2)Cl)C3=CC=CC=N3)Cl. Drug 2: CN1CCC(CC1)COC2=C(C=C3C(=C2)N=CN=C3NC4=C(C=C(C=C4)Br)F)OC. Cell line: RXF 393. Synergy scores: CSS=22.1, Synergy_ZIP=-4.12, Synergy_Bliss=0.896, Synergy_Loewe=2.45, Synergy_HSA=2.74. (2) Drug 1: C1CC(=O)NC(=O)C1N2CC3=C(C2=O)C=CC=C3N. Drug 2: CC12CCC3C(C1CCC2OP(=O)(O)O)CCC4=C3C=CC(=C4)OC(=O)N(CCCl)CCCl.[Na+]. Cell line: CCRF-CEM. Synergy scores: CSS=3.07, Synergy_ZIP=-7.49, Synergy_Bliss=-10.1, Synergy_Loewe=-8.16, Synergy_HSA=-7.67.